From a dataset of Catalyst prediction with 721,799 reactions and 888 catalyst types from USPTO. Predict which catalyst facilitates the given reaction. (1) Reactant: C[O:2][C:3]([C@@H:5]1[O:9][C:8](=[O:10])[N:7]([C:11]2[CH:22]=[CH:21][C:14]3[N:15]([CH3:20])[C:16](=[O:19])[CH2:17][O:18][C:13]=3[CH:12]=2)[CH2:6]1)=O.[NH3:23]. Product: [CH3:20][N:15]1[C:14]2[CH:21]=[CH:22][C:11]([N:7]3[CH2:6][C@H:5]([C:3]([NH2:23])=[O:2])[O:9][C:8]3=[O:10])=[CH:12][C:13]=2[O:18][CH2:17][C:16]1=[O:19]. The catalyst class is: 275. (2) Reactant: [C:1]([O:5][C:6]([N:8]1[CH2:12][CH2:11][C:10](=O)[CH2:9]1)=[O:7])([CH3:4])([CH3:3])[CH3:2].S(C1C=CC(C)=CC=1)(O)(=O)=O.[CH:25]1([O:30][C:31](=[O:38])[C@H:32]([CH2:34][CH:35]([CH3:37])[CH3:36])[NH2:33])[CH2:29][CH2:28][CH2:27][CH2:26]1.C(O[BH-](OC(=O)C)OC(=O)C)(=O)C.[Na+].C(OCC)(=O)C. Product: [C:1]([O:5][C:6]([N:8]1[CH2:12][CH2:11][CH:10]([NH:33][C@H:32]([C:31]([O:30][CH:25]2[CH2:26][CH2:27][CH2:28][CH2:29]2)=[O:38])[CH2:34][CH:35]([CH3:37])[CH3:36])[CH2:9]1)=[O:7])([CH3:4])([CH3:3])[CH3:2]. The catalyst class is: 68. (3) Reactant: [CH2:1]([O:8][C:9]([N:11]1[CH2:16][CH2:15][CH:14]([N:17]2[C:25]3[C:20](=[CH:21][C:22]([C:26](O)=[O:27])=[CH:23][CH:24]=3)[CH2:19][C:18]2=[O:29])[CH2:13][CH2:12]1)=[O:10])[C:2]1[CH:7]=[CH:6][CH:5]=[CH:4][CH:3]=1.[CH3:30][NH2:31].O1CCCC1.Cl. Product: [CH3:30][NH:31][C:26]([C:22]1[CH:21]=[C:20]2[C:25](=[CH:24][CH:23]=1)[N:17]([CH:14]1[CH2:15][CH2:16][N:11]([C:9]([O:8][CH2:1][C:2]3[CH:7]=[CH:6][CH:5]=[CH:4][CH:3]=3)=[O:10])[CH2:12][CH2:13]1)[C:18](=[O:29])[CH2:19]2)=[O:27]. The catalyst class is: 10. (4) Product: [Br:12][C:9]1[CH:10]=[CH:11][C:6]([C:4](=[O:5])[CH2:3][N:17]2[CH:18]=[CH:19][N:20]=[C:16]2[CH2:13][CH2:14][CH3:15])=[N:7][CH:8]=1. The catalyst class is: 266. Reactant: Br.Br[CH2:3][C:4]([C:6]1[CH:11]=[CH:10][C:9]([Br:12])=[CH:8][N:7]=1)=[O:5].[CH2:13]([C:16]1[NH:17][CH:18]=[CH:19][N:20]=1)[CH2:14][CH3:15]. (5) Reactant: Br[C:2]1[CH:7]=[CH:6][C:5]([Br:8])=[CH:4][N:3]=1.C([Li])CCC.[CH3:14][N:15]1[CH2:20][CH2:19][C:18](=[O:21])[CH2:17][CH2:16]1.[Cl-].[NH4+]. Product: [Br:8][C:5]1[CH:6]=[CH:7][C:2]([C:18]2([OH:21])[CH2:19][CH2:20][N:15]([CH3:14])[CH2:16][CH2:17]2)=[N:3][CH:4]=1. The catalyst class is: 345.